From a dataset of Full USPTO retrosynthesis dataset with 1.9M reactions from patents (1976-2016). Predict the reactants needed to synthesize the given product. (1) Given the product [C:33]([O:37][C:38](=[O:44])[NH:39][CH2:40][CH2:41][CH2:42][N:16]1[CH2:17][CH2:18][N:13]([C:11](=[O:12])[C:10]2[CH:9]=[C:8]([O:7][C:6]3[CH:31]=[CH:32][C:3]([C:1]#[N:2])=[CH:4][CH:5]=3)[CH:21]=[C:20]([O:22][C:23]3[CH:28]=[CH:27][C:26]([C:29]#[N:30])=[CH:25][CH:24]=3)[CH:19]=2)[CH2:14][CH2:15]1)([CH3:36])([CH3:35])[CH3:34], predict the reactants needed to synthesize it. The reactants are: [C:1]([C:3]1[CH:32]=[CH:31][C:6]([O:7][C:8]2[CH:9]=[C:10]([CH:19]=[C:20]([O:22][C:23]3[CH:28]=[CH:27][C:26]([C:29]#[N:30])=[CH:25][CH:24]=3)[CH:21]=2)[C:11]([N:13]2[CH2:18][CH2:17][NH:16][CH2:15][CH2:14]2)=[O:12])=[CH:5][CH:4]=1)#[N:2].[C:33]([O:37][C:38](=[O:44])[NH:39][CH2:40][CH2:41][CH2:42]Br)([CH3:36])([CH3:35])[CH3:34]. (2) Given the product [CH3:18][O:19][C:20](=[O:33])[CH2:21][CH2:22][C:23]1[CH:28]=[CH:27][C:26]([S:29](=[O:30])(=[O:31])[NH:1][C:2]2[CH:7]=[CH:6][C:5]([Cl:8])=[CH:4][C:3]=2[C:9]([C:11]2[CH:16]=[CH:15][N:14]=[C:13]([CH3:17])[CH:12]=2)=[O:10])=[CH:25][CH:24]=1, predict the reactants needed to synthesize it. The reactants are: [NH2:1][C:2]1[CH:7]=[CH:6][C:5]([Cl:8])=[CH:4][C:3]=1[C:9]([C:11]1[CH:16]=[CH:15][N:14]=[C:13]([CH3:17])[CH:12]=1)=[O:10].[CH3:18][O:19][C:20](=[O:33])[CH2:21][CH2:22][C:23]1[CH:28]=[CH:27][C:26]([S:29](Cl)(=[O:31])=[O:30])=[CH:25][CH:24]=1. (3) Given the product [NH2:1][C@@H:4]1[CH2:9][CH2:8][C@H:7]([N:10]2[CH2:14][CH2:13][C@H:12]([CH2:15][C:16]3([C:21]4[CH:26]=[CH:25][CH:24]=[C:23]([C:27]([F:28])([F:29])[F:30])[CH:22]=4)[O:17][CH2:18][CH2:19][O:20]3)[C:11]2=[O:31])[C@H:6]([CH2:32][S:33]([C:36]2[CH:37]=[CH:38][CH:39]=[CH:40][CH:41]=2)(=[O:34])=[O:35])[CH2:5]1, predict the reactants needed to synthesize it. The reactants are: [N:1]([C@@H:4]1[CH2:9][CH2:8][C@H:7]([N:10]2[CH2:14][CH2:13][C@H:12]([CH2:15][C:16]3([C:21]4[CH:26]=[CH:25][CH:24]=[C:23]([C:27]([F:30])([F:29])[F:28])[CH:22]=4)[O:20][CH2:19][CH2:18][O:17]3)[C:11]2=[O:31])[C@H:6]([CH2:32][S:33]([C:36]2[CH:41]=[CH:40][CH:39]=[CH:38][CH:37]=2)(=[O:35])=[O:34])[CH2:5]1)=[N+]=[N-]. (4) The reactants are: [C:1]([O:4][C@@H:5]1[C@@H:10]([O:11][C:12](=[O:14])[CH3:13])[C@@H:9]([O:15][C:16](=[O:18])[CH3:17])[C@@H:8]([CH2:19][O:20][C:21](=[O:23])[CH3:22])[O:7][C@H:6]1[N:24]=[N+]=[N-])(=[O:3])[CH3:2].CO. Given the product [C:1]([O:4][C@@H:5]1[C@@H:10]([O:11][C:12](=[O:14])[CH3:13])[C@@H:9]([O:15][C:16](=[O:18])[CH3:17])[C@@H:8]([CH2:19][O:20][C:21](=[O:23])[CH3:22])[O:7][C@H:6]1[NH2:24])(=[O:3])[CH3:2], predict the reactants needed to synthesize it. (5) The reactants are: O.[C:2]1(C)C=CC(S(O)(=O)=O)=CC=1.C(OCC)(OCC)OCC.[N+:23]([C:26]1[CH:32]=[CH:31][CH:30]=[C:28]([NH2:29])[C:27]=1[CH3:33])([O-:25])=[O:24]. Given the product [N+:23]([C:26]1[CH:32]=[CH:31][CH:30]=[C:28]2[C:27]=1[CH:33]=[CH:2][NH:29]2)([O-:25])=[O:24], predict the reactants needed to synthesize it. (6) Given the product [CH3:23][CH:21]([C@@H:24](/[CH:30]=[CH:31]/[C:32]([CH3:34])=[CH2:33])[CH2:25][CH2:26][C:27]([CH3:28])=[O:29])[CH3:22], predict the reactants needed to synthesize it. The reactants are: C(O)(=O)C(C)=C.CC(C(OCCOC(C(C)=C)=O)=O)=C.[CH:21]([CH:24]([CH2:30][CH2:31][CH:32]([CH3:34])[CH3:33])[CH2:25][CH2:26][C:27](=[O:29])[CH3:28])([CH3:23])[CH3:22].